Dataset: Full USPTO retrosynthesis dataset with 1.9M reactions from patents (1976-2016). Task: Predict the reactants needed to synthesize the given product. Given the product [NH2:17][C:13]1[CH:14]=[CH:15][CH:16]=[C:9]([S:6]([CH2:4][CH3:5])(=[O:8])=[O:7])[C:10]=1[C:11]([NH2:12])=[O:1], predict the reactants needed to synthesize it. The reactants are: [OH2:1].NN.[CH2:4]([S:6]([C:9]1[CH:16]=[CH:15][CH:14]=[C:13]([N+:17]([O-])=O)[C:10]=1[C:11]#[N:12])(=[O:8])=[O:7])[CH3:5].